This data is from Catalyst prediction with 721,799 reactions and 888 catalyst types from USPTO. The task is: Predict which catalyst facilitates the given reaction. Reactant: [CH3:1][C:2]1[CH:3]=[C:4]([N:9]2[C:14](=[O:15])[NH:13][C:12]3[CH:16]=[CH:17][CH:18]=[CH:19][C:11]=3[S:10]2(=[O:21])=[O:20])[CH:5]=[N:6][C:7]=1[CH3:8].[F:22][C:23]1[CH:30]=[C:29]([O:31][CH3:32])[CH:28]=[C:27]([F:33])[C:24]=1[CH2:25]Br.C([O-])([O-])=O.[K+].[K+].COC1C(C)=CC(N2C(=O)N(CC3C(F)=CC(F)=CC=3F)C3C=CC=CC=3S2(=O)=O)=CC=1C. Product: [F:22][C:23]1[CH:30]=[C:29]([O:31][CH3:32])[CH:28]=[C:27]([F:33])[C:24]=1[CH2:25][N:13]1[C:12]2[CH:16]=[CH:17][CH:18]=[CH:19][C:11]=2[S:10](=[O:20])(=[O:21])[N:9]([C:4]2[CH:5]=[N:6][C:7]([CH3:8])=[C:2]([CH3:1])[CH:3]=2)[C:14]1=[O:15]. The catalyst class is: 3.